From a dataset of Forward reaction prediction with 1.9M reactions from USPTO patents (1976-2016). Predict the product of the given reaction. (1) Given the reactants [C:1]([O:5][C:6]([NH:8][C@H:9]([C:23]([O:25][CH3:26])=[O:24])[CH2:10][C:11]1[CH:16]=[CH:15][C:14]([CH2:17][CH2:18][CH2:19][CH:20]([OH:22])[CH3:21])=[CH:13][N:12]=1)=[O:7])([CH3:4])([CH3:3])[CH3:2].[Cr](O[Cr]([O-])(=O)=O)([O-])(=O)=O.[NH+]1C=CC=CC=1.[NH+]1C=CC=CC=1, predict the reaction product. The product is: [C:1]([O:5][C:6]([NH:8][C@H:9]([C:23]([O:25][CH3:26])=[O:24])[CH2:10][C:11]1[CH:16]=[CH:15][C:14]([CH2:17][CH2:18][CH2:19][C:20](=[O:22])[CH3:21])=[CH:13][N:12]=1)=[O:7])([CH3:4])([CH3:2])[CH3:3]. (2) Given the reactants C[O:2][C:3](=[O:18])[C:4]1[CH:9]=[C:8]([N:10]2[CH2:15][CH2:14][O:13][CH2:12][CH2:11]2)[CH:7]=[CH:6][C:5]=1[O:16][CH3:17].O.[OH-].[Na+], predict the reaction product. The product is: [CH3:17][O:16][C:5]1[CH:6]=[CH:7][C:8]([N:10]2[CH2:15][CH2:14][O:13][CH2:12][CH2:11]2)=[CH:9][C:4]=1[C:3]([OH:18])=[O:2]. (3) Given the reactants [NH2:1][C@H:2]([C:5]1[CH:10]=[CH:9][CH:8]=[CH:7][CH:6]=1)[CH2:3][OH:4].[O:11](C(OC(C)(C)C)=O)[C:12]([O:14][C:15]([CH3:18])([CH3:17])[CH3:16])=O.CCN(C(C)C)C(C)C, predict the reaction product. The product is: [OH:4][CH2:3][C@H:2]([NH:1][C:12](=[O:11])[O:14][C:15]([CH3:18])([CH3:17])[CH3:16])[C:5]1[CH:10]=[CH:9][CH:8]=[CH:7][CH:6]=1.